Task: Predict the reactants needed to synthesize the given product.. Dataset: Full USPTO retrosynthesis dataset with 1.9M reactions from patents (1976-2016) (1) Given the product [CH3:11][O:12][CH2:13][CH2:14][NH:15][C:2]1[CH:7]=[CH:6][C:5]([N+:8]([O-:10])=[O:9])=[CH:4][N:3]=1, predict the reactants needed to synthesize it. The reactants are: Cl[C:2]1[CH:7]=[CH:6][C:5]([N+:8]([O-:10])=[O:9])=[CH:4][N:3]=1.[CH3:11][O:12][CH2:13][CH2:14][NH2:15].CCN(CC)CC.CC#N. (2) Given the product [OH:38][CH:37]([C:39]1[CH:44]=[CH:43][CH:42]=[CH:41][CH:40]=1)[CH2:36][NH:35][C:16]([C@@H:9]1[CH2:10][C:11](=[N:13][O:14][CH3:15])[CH2:12][N:8]1[C:6](=[O:7])[C:28]1[CH:32]=[CH:33][CH:34]=[C:26]([O:19][C:20]2[CH:21]=[CH:22][CH:23]=[CH:24][CH:25]=2)[CH:27]=1)=[O:18], predict the reactants needed to synthesize it. The reactants are: C(O[C:6]([N:8]1[CH2:12][C:11](=[N:13][O:14][CH3:15])[CH2:10][C@H:9]1[C:16]([OH:18])=O)=[O:7])(C)(C)C.[O:19]([C:26]1[CH:27]=[C:28]([CH:32]=[CH:33][CH:34]=1)C(O)=O)[C:20]1[CH:25]=[CH:24][CH:23]=[CH:22][CH:21]=1.[NH2:35][CH2:36][CH:37]([C:39]1[CH:44]=[CH:43][CH:42]=[CH:41][CH:40]=1)[OH:38]. (3) Given the product [CH3:24][O:23][C:21](=[O:22])/[CH:20]=[CH:19]/[C:16]1[CH:17]=[CH:18][C:10]2[CH2:9][NH:8][CH2:14][CH2:13][CH2:12][C:11]=2[CH:15]=1, predict the reactants needed to synthesize it. The reactants are: C(OC([N:8]1[CH2:14][CH2:13][CH2:12][C:11]2[CH:15]=[C:16](/[CH:19]=[CH:20]/[C:21]([O:23][CH3:24])=[O:22])[CH:17]=[CH:18][C:10]=2[CH2:9]1)=O)(C)(C)C.COC(=O)/C=C/C1C=CC2CCNCCC=2C=1. (4) Given the product [CH2:1]([O:3][C:4](=[O:27])[C@@H:5]([O:25][CH3:26])[CH2:6][C:7]1[CH:12]=[CH:11][C:10]([O:13][CH2:14][CH2:15][CH2:16][O:17][C:18]2[CH:23]=[CH:22][C:21]([N:28]3[CH2:33][CH2:32][O:31][CH2:30][CH2:29]3)=[CH:20][CH:19]=2)=[CH:9][CH:8]=1)[CH3:2], predict the reactants needed to synthesize it. The reactants are: [CH2:1]([O:3][C:4](=[O:27])[C@@H:5]([O:25][CH3:26])[CH2:6][C:7]1[CH:12]=[CH:11][C:10]([O:13][CH2:14][CH2:15][CH2:16][O:17][C:18]2[CH:23]=[CH:22][C:21](I)=[CH:20][CH:19]=2)=[CH:9][CH:8]=1)[CH3:2].[NH:28]1[CH2:33][CH2:32][O:31][CH2:30][CH2:29]1.C1(P(C2C=CC=CC=2)C2C=CC3C(=CC=CC=3)C=2C2C3C(=CC=CC=3)C=CC=2P(C2C=CC=CC=2)C2C=CC=CC=2)C=CC=CC=1.C(=O)([O-])[O-].[Cs+].[Cs+].